Dataset: Catalyst prediction with 721,799 reactions and 888 catalyst types from USPTO. Task: Predict which catalyst facilitates the given reaction. (1) Reactant: C(N(CC)CC)C.[CH3:8][C@:9]12[C:15]([CH3:17])([CH3:16])[C@H:12]([CH2:13][CH2:14]1)[CH:11]([C:18](Cl)=[O:19])[C:10]2=O.C(O[C:27]([NH:29][N:30]([C:32]1[CH:37]=[C:36]([Cl:38])[CH:35]=[CH:34][C:33]=1[Cl:39])C)=O)(C)(C)C.Cl.O1CCOCC1. Product: [Cl:39][C:33]1[CH:34]=[CH:35][C:36]([Cl:38])=[CH:37][C:32]=1[N:30]1[C:18](=[O:19])[C:11]2[C@@H:12]3[C:15]([CH3:17])([CH3:16])[C@@:9]([CH3:8])([CH2:14][CH2:13]3)[C:10]=2[N:29]1[CH3:27]. The catalyst class is: 417. (2) Product: [CH2:1]([O:5][C:6]1[CH:11]=[CH:10][C:9]([S:12]([C:15]2([C:28]([NH:32][OH:31])=[O:30])[CH2:20][CH2:19][N:18]([S:21]([C:24]([F:27])([F:26])[F:25])(=[O:23])=[O:22])[CH2:17][CH2:16]2)(=[O:14])=[O:13])=[CH:8][CH:7]=1)[C:2]#[C:3][CH3:4]. The catalyst class is: 9. Reactant: [CH2:1]([O:5][C:6]1[CH:11]=[CH:10][C:9]([S:12]([C:15]2([C:28]([OH:30])=O)[CH2:20][CH2:19][N:18]([S:21]([C:24]([F:27])([F:26])[F:25])(=[O:23])=[O:22])[CH2:17][CH2:16]2)(=[O:14])=[O:13])=[CH:8][CH:7]=1)[C:2]#[C:3][CH3:4].[OH:31][N:32]1C2C=CC=CC=2N=N1.Cl.CN(C)CCCN=C=NCC.CN1CCOCC1.NO.